Predict the product of the given reaction. From a dataset of Forward reaction prediction with 1.9M reactions from USPTO patents (1976-2016). (1) Given the reactants [Br:1][C:2]1[N:7]=[C:6](/[CH:8]=C(\C#N)/C(NC(C2C=CC(OCCN(CC)CC)=CC=2)CCC)=O)[CH:5]=[CH:4][CH:3]=1.[C:33]([CH2:35][C:36]([NH:38][CH:39]([C:43]1[CH:72]=[CH:71][C:46]([O:47][CH2:48][CH2:49][O:50][CH2:51][CH2:52][O:53][CH2:54][CH2:55][N:56]([C:64]([O:66][C:67]([CH3:70])([CH3:69])[CH3:68])=[O:65])[C:57]([O:59][C:60]([CH3:63])([CH3:62])[CH3:61])=[O:58])=[CH:45][CH:44]=1)[CH2:40][CH2:41][CH3:42])=[O:37])#[N:34], predict the reaction product. The product is: [Br:1][C:2]1[N:7]=[C:6](/[CH:8]=[C:35](\[C:33]#[N:34])/[C:36]([NH:38][CH:39]([C:43]2[CH:72]=[CH:71][C:46]([O:47][CH2:48][CH2:49][O:50][CH2:51][CH2:52][O:53][CH2:54][CH2:55][N:56]([C:57]([O:59][C:60]([CH3:62])([CH3:63])[CH3:61])=[O:58])[C:64]([O:66][C:67]([CH3:70])([CH3:69])[CH3:68])=[O:65])=[CH:45][CH:44]=2)[CH2:40][CH2:41][CH3:42])=[O:37])[CH:5]=[CH:4][CH:3]=1. (2) The product is: [F:1][C:2]1[CH:3]=[CH:4][CH:5]=[C:6]2[C:11]=1[N:10]=[C:9]([C:12]1[CH:17]=[CH:16][CH:15]=[CH:14][CH:13]=1)[C:8]([CH2:18][NH2:19])=[CH:7]2. Given the reactants [F:1][C:2]1[CH:3]=[CH:4][CH:5]=[C:6]2[C:11]=1[N:10]=[C:9]([C:12]1[CH:17]=[CH:16][CH:15]=[CH:14][CH:13]=1)[C:8]([CH2:18][NH:19]C(=O)C)=[CH:7]2.Cl, predict the reaction product. (3) Given the reactants [Cl:1][C:2]1[CH:3]=[C:4]([C@@H:8]([OH:34])[CH2:9][N:10]([CH2:18][CH2:19][C:20]2[CH:25]=[CH:24][C:23]([S:26][C:27]3[CH:32]=[CH:31][C:30]([OH:33])=[CH:29][CH:28]=3)=[CH:22][CH:21]=2)[C:11](=[O:17])[O:12][C:13]([CH3:16])([CH3:15])[CH3:14])[CH:5]=[CH:6][CH:7]=1.C(=O)([O-])[O-].[K+].[K+].Br[CH2:42][C:43]([O:45][C:46]([CH3:49])([CH3:48])[CH3:47])=[O:44], predict the reaction product. The product is: [C:13]([O:12][C:11]([N:10]([CH2:9][C@@H:8]([C:4]1[CH:5]=[CH:6][CH:7]=[C:2]([Cl:1])[CH:3]=1)[OH:34])[CH2:18][CH2:19][C:20]1[CH:25]=[CH:24][C:23]([S:26][C:27]2[CH:28]=[CH:29][C:30]([O:33][CH2:42][C:43]([O:45][C:46]([CH3:49])([CH3:48])[CH3:47])=[O:44])=[CH:31][CH:32]=2)=[CH:22][CH:21]=1)=[O:17])([CH3:16])([CH3:14])[CH3:15]. (4) Given the reactants [C:1]([N:8]1[CH2:15][C@@H:14]([NH:16][C:17]([O:19][CH2:20][CH:21]2[C:33]3[C:28](=[CH:29][CH:30]=[CH:31][CH:32]=3)[C:27]3[C:22]2=[CH:23][CH:24]=[CH:25][CH:26]=3)=[O:18])[CH2:13][C@H:9]1[C:10](O)=[O:11])([O:3][C:4]([CH3:7])([CH3:6])[CH3:5])=[O:2].C(Cl)CCl.C1C=NC2N(O)N=NC=2C=1.CN1CCOCC1.[C@H:55]1([NH2:65])[C:64]2[C:59](=[CH:60][CH:61]=[CH:62][CH:63]=2)[CH2:58][CH2:57][CH2:56]1, predict the reaction product. The product is: [CH:32]1[C:33]2[CH:21]([CH2:20][O:19][C:17]([NH:16][C@@H:14]3[CH2:15][N:8]([C:1]([O:3][C:4]([CH3:6])([CH3:7])[CH3:5])=[O:2])[C@H:9]([C:10](=[O:11])[NH:65][C@H:55]4[C:64]5[C:59](=[CH:60][CH:61]=[CH:62][CH:63]=5)[CH2:58][CH2:57][CH2:56]4)[CH2:13]3)=[O:18])[C:22]3[C:27](=[CH:26][CH:25]=[CH:24][CH:23]=3)[C:28]=2[CH:29]=[CH:30][CH:31]=1. (5) Given the reactants [CH3:1][C:2]1([C:5]2[NH:13][C:8]3=[N:9][CH:10]=[CH:11][CH:12]=[C:7]3[CH:6]=2)[CH2:4][CH2:3]1.ClC1C=C(C=CC=1)C(OO)=[O:19].S(S([O-])=O)([O-])(=O)=O.[Na+].[Na+].ClCCl, predict the reaction product. The product is: [CH3:1][C:2]1([C:5]2[NH:13][C:8]3=[N+:9]([O-:19])[CH:10]=[CH:11][CH:12]=[C:7]3[CH:6]=2)[CH2:4][CH2:3]1.